Binary Classification. Given a miRNA mature sequence and a target amino acid sequence, predict their likelihood of interaction. From a dataset of Experimentally validated miRNA-target interactions with 360,000+ pairs, plus equal number of negative samples. (1) The miRNA is hsa-miR-195-5p with sequence UAGCAGCACAGAAAUAUUGGC. The protein sequence of the target gene is MTAAENVCYTLINVPMDSEPPSEISLKNDLEKGDVKSKTEALKKVIIMILNGEKLPGLLMTIIRFVLPLQDHTIKKLLLVFWEIVPKTTPDGRLLHEMILVCDAYRKDLQHPNEFIRGSTLRFLCKLKEAELLEPLMPAIRACLEHRHSYVRRNAVLAIYTIYRNFEHLIPDAPELIHDFLVNEKDASCKRNAFMMLIHADQDRALDYLSTCIDQVQTFGDILQLVIVELIYKVCHANPSERARFIRCIYNLLQSSSPAVKYEAAGTLVTLSSAPTAIKAAAQCYIDLIIKESDNNVKLI.... Result: 1 (interaction). (2) Result: 0 (no interaction). The protein sequence of the target gene is MAKYGEHEASPDNGQNEFSDIIKSRSDEHNDVQKKTFTKWINARFSKSGKPPINDMFTDLKDGRKLLDLLEGLTGTSLPKERGSTRVHALNNVNRVLQVLHQNNVELVNIGGTDIVDGNHKLTLGLLWSIILHWQVKDVMKDVMSDLQQTNSEKILLSWVRQTTRPYSQVNVLNFTTSWTDGLAFNAVLHRHKPDLFSWDKVVKMSPIERLEHAFSKAQTYLGIEKLLDPEDVAVQLPDKKSIIMYLTSLFEVLPQQVTIDAIREVETLPRKYKKECEEEAINIQSTAPEEEHESPRAET.... The miRNA is rno-let-7e-5p with sequence UGAGGUAGGAGGUUGUAUAGUU.